From a dataset of NCI-60 drug combinations with 297,098 pairs across 59 cell lines. Regression. Given two drug SMILES strings and cell line genomic features, predict the synergy score measuring deviation from expected non-interaction effect. (1) Drug 1: CC1CCC2CC(C(=CC=CC=CC(CC(C(=O)C(C(C(=CC(C(=O)CC(OC(=O)C3CCCCN3C(=O)C(=O)C1(O2)O)C(C)CC4CCC(C(C4)OC)OP(=O)(C)C)C)C)O)OC)C)C)C)OC. Drug 2: CCC1(C2=C(COC1=O)C(=O)N3CC4=CC5=C(C=CC(=C5CN(C)C)O)N=C4C3=C2)O. Cell line: T-47D. Synergy scores: CSS=48.5, Synergy_ZIP=3.35, Synergy_Bliss=3.29, Synergy_Loewe=9.38, Synergy_HSA=10.4. (2) Drug 1: CC1CCC2CC(C(=CC=CC=CC(CC(C(=O)C(C(C(=CC(C(=O)CC(OC(=O)C3CCCCN3C(=O)C(=O)C1(O2)O)C(C)CC4CCC(C(C4)OC)O)C)C)O)OC)C)C)C)OC. Cell line: IGROV1. Synergy scores: CSS=23.5, Synergy_ZIP=-1.09, Synergy_Bliss=3.47, Synergy_Loewe=2.49, Synergy_HSA=4.83. Drug 2: CC1=C(C(=O)C2=C(C1=O)N3CC4C(C3(C2COC(=O)N)OC)N4)N.